This data is from Forward reaction prediction with 1.9M reactions from USPTO patents (1976-2016). The task is: Predict the product of the given reaction. (1) Given the reactants [NH2:1][S:2]([C:5]1[CH:18]=[CH:17][C:8]([C:9]([NH:11][C:12]2[CH:13]=[N:14][O:15][CH:16]=2)=[O:10])=[CH:7][CH:6]=1)(=[O:4])=[O:3].CN(C=O)C.[H][H], predict the reaction product. The product is: [NH2:14][CH:13]=[C:12]([NH:11][C:9](=[O:10])[C:8]1[CH:7]=[CH:6][C:5]([S:2]([NH2:1])(=[O:4])=[O:3])=[CH:18][CH:17]=1)[CH:16]=[O:15]. (2) Given the reactants [CH3:1][O:2][C:3](=[O:14])[C:4]1[CH:9]=[CH:8][CH:7]=[C:6]([N+:10]([O-])=O)[C:5]=1[NH2:13].[H][H], predict the reaction product. The product is: [CH3:1][O:2][C:3](=[O:14])[C:4]1[CH:9]=[CH:8][CH:7]=[C:6]([NH2:10])[C:5]=1[NH2:13]. (3) Given the reactants C(=O)([O-])[O-].[Cs+].[Cs+].[CH2:7](Br)[C:8]1[CH:13]=[CH:12][CH:11]=[CH:10][CH:9]=1.[C:15]([NH:23][CH2:24][CH2:25][C:26]1[CH:27]=[C:28]([CH:37]=[CH:38][CH:39]=1)[O:29][C:30]([CH3:36])([CH2:34][CH3:35])[C:31]([OH:33])=[O:32])(=[O:22])[CH2:16][CH2:17][CH2:18][CH2:19][CH2:20][CH3:21].CN(C)C=O, predict the reaction product. The product is: [CH2:7]([O:33][C:31](=[O:32])[C:30]([O:29][C:28]1[CH:37]=[CH:38][CH:39]=[C:26]([CH2:25][CH2:24][NH:23][C:15](=[O:22])[CH2:16][CH2:17][CH2:18][CH2:19][CH2:20][CH3:21])[CH:27]=1)([CH3:36])[CH2:34][CH3:35])[C:8]1[CH:13]=[CH:12][CH:11]=[CH:10][CH:9]=1.